This data is from Reaction yield outcomes from USPTO patents with 853,638 reactions. The task is: Predict the reaction yield, written as a fraction of the theoretical maximum amount of product (1.0 means a 100% yield; for example, 0.34 means a 34% yield). (1) The reactants are [F:1][C:2]1[CH:7]=[C:6]([I:8])[CH:5]=[CH:4][C:3]=1[NH:9][C:10]1[N:15]2[CH:16]=[N:17][CH:18]=[C:14]2[CH:13]=[N:12][C:11]=1[C:19]([OH:21])=O.C1C=CC2N(O)N=[N:28]C=2C=1.CCN(C(C)C)C(C)C.CCN=C=NCCCN(C)C.[OH-].[NH4+]. The catalyst is C1COCC1.C(OCC)(=O)C. The product is [F:1][C:2]1[CH:7]=[C:6]([I:8])[CH:5]=[CH:4][C:3]=1[NH:9][C:10]1[N:15]2[CH:16]=[N:17][CH:18]=[C:14]2[CH:13]=[N:12][C:11]=1[C:19]([NH2:28])=[O:21]. The yield is 0.160. (2) The reactants are [Si:1]([O:8][C@@H:9]([C@H:16]1[CH2:20][O:19][C:18]([CH3:22])([CH3:21])[N:17]1[C:23]([O:25][C:26]([CH3:29])([CH3:28])[CH3:27])=[O:24])[C@@H:10]([CH:13]1[CH2:15][CH2:14]1)[CH2:11]O)([C:4]([CH3:7])([CH3:6])[CH3:5])([CH3:3])[CH3:2].C1(P(C2C=CC=CC=2)C2C=CC=CC=2)C=CC=CC=1.CC(OC(/N=N/C(OC(C)C)=O)=O)C.C1C=CC(OP(OC2C=CC=CC=2)([N:72]=[N+:73]=[N-:74])=O)=CC=1. The catalyst is C1COCC1. The product is [N:72]([CH2:11][C@H:10]([CH:13]1[CH2:15][CH2:14]1)[C@H:9]([C@H:16]1[CH2:20][O:19][C:18]([CH3:22])([CH3:21])[N:17]1[C:23]([O:25][C:26]([CH3:29])([CH3:28])[CH3:27])=[O:24])[O:8][Si:1]([C:4]([CH3:7])([CH3:6])[CH3:5])([CH3:3])[CH3:2])=[N+:73]=[N-:74]. The yield is 0.860. (3) The reactants are [CH3:1][O:2][C:3](=[O:25])[C:4]1[CH:9]=[CH:8][C:7]([C:10]2[CH:11]=[N:12][C:13]([NH2:24])=[C:14]([O:16]CC3C=CC=CC=3)[CH:15]=2)=[CH:6][CH:5]=1. The catalyst is CCO.O.[Pd]. The product is [CH3:1][O:2][C:3](=[O:25])[C:4]1[CH:5]=[CH:6][C:7]([C:10]2[CH:11]=[N:12][C:13]([NH2:24])=[C:14]([OH:16])[CH:15]=2)=[CH:8][CH:9]=1. The yield is 0.310. (4) The reactants are B.C1COCC1.B1(C)OC(C2C=CC=CC=2)(C2C=CC=CC=2)[C@H]2N1CCC2.Br.[Br:29][CH2:30][C:31]([C:33]1[CH:34]=[N:35][CH:36]=[CH:37][CH:38]=1)=[O:32]. The catalyst is O1CCCC1. The product is [Br:29][CH2:30][C@@H:31]([C:33]1[CH:34]=[N:35][CH:36]=[CH:37][CH:38]=1)[OH:32]. The yield is 0.270. (5) The reactants are C([N:8]1[CH2:13][CH2:12][C@@H:11]([CH3:14])[C@H:10]([NH:15][C:16](=[O:22])[O:17][C:18]([CH3:21])([CH3:20])[CH3:19])[CH2:9]1)C1C=CC=CC=1.[H][H]. The catalyst is CO.[Pd]. The product is [CH3:14][C@@H:11]1[CH2:12][CH2:13][NH:8][CH2:9][C@H:10]1[NH:15][C:16](=[O:22])[O:17][C:18]([CH3:21])([CH3:20])[CH3:19]. The yield is 0.950. (6) The reactants are O[C:2]1[C:3]([C:18]([NH:20][C:21]2[CH:26]=[CH:25][CH:24]=[CH:23][CH:22]=2)=[O:19])=[N:4][C:5]([C:8]2[CH:13]=[CH:12][C:11]([S:14]([CH3:17])(=[O:16])=[O:15])=[CH:10][CH:9]=2)=[CH:6][N:7]=1.P(Br)(Br)([Br:29])=O.C(=O)(O)[O-].[Na+].C(Cl)Cl. The catalyst is C1(C)C=CC=CC=1. The product is [Br:29][C:2]1[C:3]([C:18]([NH:20][C:21]2[CH:26]=[CH:25][CH:24]=[CH:23][CH:22]=2)=[O:19])=[N:4][C:5]([C:8]2[CH:13]=[CH:12][C:11]([S:14]([CH3:17])(=[O:16])=[O:15])=[CH:10][CH:9]=2)=[CH:6][N:7]=1. The yield is 0.950.